Dataset: Catalyst prediction with 721,799 reactions and 888 catalyst types from USPTO. Task: Predict which catalyst facilitates the given reaction. (1) Product: [NH2:1][C:2]1[N:10]=[C:9]([O:11][CH2:12][CH2:13][O:14][CH3:15])[N:8]=[C:7]2[C:3]=1[N:4]=[C:5]([Br:37])[N:6]2[CH2:16][C:17]1[CH:31]=[CH:30][C:20]([CH2:21][P:22](=[O:29])([O:23][CH2:24][CH3:25])[O:26][CH2:27][CH3:28])=[CH:19][CH:18]=1. Reactant: [NH2:1][C:2]1[N:10]=[C:9]([O:11][CH2:12][CH2:13][O:14][CH3:15])[N:8]=[C:7]2[C:3]=1[N:4]=[CH:5][N:6]2[CH2:16][C:17]1[CH:31]=[CH:30][C:20]([CH2:21][P:22](=[O:29])([O:26][CH2:27][CH3:28])[O:23][CH2:24][CH3:25])=[CH:19][CH:18]=1.C([O-])(=O)C.[Na+].[Br:37]Br. The catalyst class is: 15. (2) Reactant: [OH:1][C:2]1[CH:15]=[C:14]2[C:5]([C@@:6]3([CH3:17])[C@@H:11]([CH2:12][CH2:13]2)[CH2:10][C:9](=O)[CH2:8][CH2:7]3)=[CH:4][CH:3]=1.[NH2:18][OH:19].Cl.C([O-])(=O)C.[Na+]. Product: [OH:1][C:2]1[CH:15]=[C:14]2[C:5]([C@@:6]3([CH3:17])[C@@H:11]([CH2:12][CH2:13]2)[CH2:10][C:9](=[N:18][OH:19])[CH2:8][CH2:7]3)=[CH:4][CH:3]=1. The catalyst class is: 5. (3) Reactant: [H-].[Al+3].[Li+].[H-].[H-].[H-].[CH2:7]([S:14][C:15]1([CH2:21][N+:22]([O-])=O)[CH2:20][CH2:19][O:18][CH2:17][CH2:16]1)[C:8]1[CH:13]=[CH:12][CH:11]=[CH:10][CH:9]=1.O.O.O.O.O.O.O.O.O.O.[O-]S([O-])(=O)=O.[Na+].[Na+]. Product: [CH2:7]([S:14][C:15]1([CH2:21][NH2:22])[CH2:20][CH2:19][O:18][CH2:17][CH2:16]1)[C:8]1[CH:9]=[CH:10][CH:11]=[CH:12][CH:13]=1. The catalyst class is: 469. (4) Reactant: [F:1][C:2]1[CH:20]=[CH:19][C:5]([C:6]([NH:8][C@@H:9]([CH2:13][CH2:14][CH2:15][C:16](O)=O)[C:10]([OH:12])=O)=[O:7])=[CH:4][CH:3]=1.O=C(N1CCCC1)[C@@H](NC(=O)C1C=CC=CC=1)CCCCN[C@@H]1C[C@H]1C1C=CC=CC=1.[CH3:52][N:53]1[CH2:58][CH2:57][NH:56][CH2:55][CH2:54]1.CC(OI1(OC(C)=O)(OC(C)=O)OC(=O)C2C=CC=CC1=2)=O.[F:81][C:82]1[CH:87]=[CH:86][C:85]([C@@H:88]2[CH2:90][C@H:89]2[NH2:91])=[CH:84][CH:83]=1. Product: [F:1][C:2]1[CH:3]=[CH:4][C:5]([C:6]([NH:8][C@@H:9]([CH2:13][CH2:14][CH2:15][CH2:16][NH:91][C@@H:89]2[CH2:90][C@H:88]2[C:85]2[CH:86]=[CH:87][C:82]([F:81])=[CH:83][CH:84]=2)[C:10]([N:56]2[CH2:57][CH2:58][N:53]([CH3:52])[CH2:54][CH2:55]2)=[O:12])=[O:7])=[CH:19][CH:20]=1. The catalyst class is: 7. (5) Reactant: [CH3:1][O:2][C:3]1[CH:17]=[C:16]([O:18][CH3:19])[CH:15]=[CH:14][C:4]=1[CH2:5][N:6]1[C:10](=[O:11])[CH2:9][NH:8][S:7]1(=[O:13])=[O:12].[C:20]([O:24][C:25](=[O:35])[NH:26][C:27]1[CH:32]=[CH:31][C:30]([CH2:33]O)=[CH:29][CH:28]=1)([CH3:23])([CH3:22])[CH3:21].C1(P(C2C=CC=CC=2)C2C=CC=CC=2)C=CC=CC=1.N(C(OCC)=O)=NC(OCC)=O. Product: [C:20]([O:24][C:25](=[O:35])[NH:26][C:27]1[CH:28]=[CH:29][C:30]([CH2:33][N:8]2[CH2:9][C:10](=[O:11])[N:6]([CH2:5][C:4]3[CH:14]=[CH:15][C:16]([O:18][CH3:19])=[CH:17][C:3]=3[O:2][CH3:1])[S:7]2(=[O:13])=[O:12])=[CH:31][CH:32]=1)([CH3:23])([CH3:22])[CH3:21]. The catalyst class is: 1. (6) Reactant: [CH3:1][O:2][C:3]1[CH:18]=[CH:17][CH:16]=[CH:15][C:4]=1[C:5]([C:7]1[CH:12]=[CH:11][CH:10]=[CH:9][C:8]=1[O:13]C)=[O:6].B(Cl)(Cl)Cl.CCCCCCC.C(=O)(O)[O-].[Na+]. Product: [OH:13][C:8]1[CH:9]=[CH:10][CH:11]=[CH:12][C:7]=1[C:5]([C:4]1[CH:15]=[CH:16][CH:17]=[CH:18][C:3]=1[O:2][CH3:1])=[O:6]. The catalyst class is: 4.